This data is from Catalyst prediction with 721,799 reactions and 888 catalyst types from USPTO. The task is: Predict which catalyst facilitates the given reaction. (1) Reactant: [CH3:1][O:2][C:3]1[CH:11]=[CH:10][CH:9]=[C:8]2[C:4]=1[CH2:5][CH2:6][CH:7]2[N:12]1[C:17](=[O:18])[C:16]([C:19]([O:21]CC)=[O:20])=[CH:15][N:14]([C:24]2[CH:34]=[CH:33][C:27]3[N:28]([CH3:32])[C:29](=[O:31])[S:30][C:26]=3[CH:25]=2)[C:13]1=[O:35].Cl. Product: [CH3:1][O:2][C:3]1[CH:11]=[CH:10][CH:9]=[C:8]2[C:4]=1[CH2:5][CH2:6][CH:7]2[N:12]1[C:17](=[O:18])[C:16]([C:19]([OH:21])=[O:20])=[CH:15][N:14]([C:24]2[CH:34]=[CH:33][C:27]3[N:28]([CH3:32])[C:29](=[O:31])[S:30][C:26]=3[CH:25]=2)[C:13]1=[O:35]. The catalyst class is: 15. (2) Reactant: [O:1]1[CH:5]=[CH:4][CH:3]=[C:2]1[C:6]1[N:11]=[C:10]([NH2:12])[NH:9][C:8]2=[N:13][CH:14]=[CH:15][C:7]=12.[CH2:16]([N:23]=[C:24]=[O:25])[C:17]1[CH:22]=[CH:21][CH:20]=[CH:19][CH:18]=1. Product: [CH2:16]([NH:23][C:24]([NH:12][C:10]1[NH:9][C:8]2=[N:13][CH:14]=[CH:15][C:7]2=[C:6]([C:2]2[O:1][CH:5]=[CH:4][CH:3]=2)[N:11]=1)=[O:25])[C:17]1[CH:22]=[CH:21][CH:20]=[CH:19][CH:18]=1. The catalyst class is: 1. (3) Reactant: [F:1][C:2]1[CH:7]=[C:6]([F:8])[CH:5]=[CH:4][C:3]=1[CH:9](O)[C:10]1([NH:13][C:14](=[O:16])[CH3:15])[CH2:12][CH2:11]1.C(=O)(O)[O-].[Na+]. Product: [F:1][C:2]1[CH:7]=[C:6]([F:8])[CH:5]=[CH:4][C:3]=1[C:9]1[CH2:11][CH2:12][C:10]=1[NH:13][C:14](=[O:16])[CH3:15]. The catalyst class is: 133. (4) Reactant: [F:1][C:2]1[C:10]2[N:6]([C:7]([C:13]3[CH:18]=[CH:17][CH:16]=[CH:15][N:14]=3)=[C:8]([CH2:11][OH:12])[CH:9]=2)[CH:5]=[CH:4][CH:3]=1. Product: [F:1][C:2]1[C:10]2[N:6]([C:7]([C:13]3[CH:18]=[CH:17][CH:16]=[CH:15][N:14]=3)=[C:8]([CH:11]=[O:12])[CH:9]=2)[CH:5]=[CH:4][CH:3]=1. The catalyst class is: 697.